Task: Predict the reaction yield, written as a fraction of the theoretical maximum amount of product (1.0 means a 100% yield; for example, 0.34 means a 34% yield).. Dataset: Reaction yield outcomes from USPTO patents with 853,638 reactions The product is [Cl:8][C:6]1[CH:5]=[CH:4][N:3]=[C:2]([N:12]2[CH2:11][CH2:10][N:9]([C:15]([O:17][C:18]([CH3:21])([CH3:20])[CH3:19])=[O:16])[CH2:14][CH2:13]2)[N:7]=1. The yield is 0.0600. The catalyst is C(O)C. The reactants are Cl[C:2]1[N:7]=[C:6]([Cl:8])[CH:5]=[CH:4][N:3]=1.[N:9]1([C:15]([O:17][C:18]([CH3:21])([CH3:20])[CH3:19])=[O:16])[CH2:14][CH2:13][NH:12][CH2:11][CH2:10]1.C(=O)([O-])O.[Na+].